Dataset: Reaction yield outcomes from USPTO patents with 853,638 reactions. Task: Predict the reaction yield, written as a fraction of the theoretical maximum amount of product (1.0 means a 100% yield; for example, 0.34 means a 34% yield). (1) The reactants are [F:1][C:2]([C:12]1[CH:17]=[CH:16][C:15](I)=[CH:14][CH:13]=1)([CH3:11])[CH2:3][NH:4][S:5]([CH:8]([CH3:10])[CH3:9])(=[O:7])=[O:6].[C:19]([C:22]1[CH:27]=[CH:26][C:25](B(O)O)=[CH:24][CH:23]=1)([OH:21])=[O:20].C(=O)([O-])[O-].[K+].[K+].Cl. The catalyst is O1CCOCC1.O. The product is [F:1][C:2]([C:12]1[CH:17]=[CH:16][C:15]([C:25]2[CH:26]=[CH:27][C:22]([C:19]([OH:21])=[O:20])=[CH:23][CH:24]=2)=[CH:14][CH:13]=1)([CH3:11])[CH2:3][NH:4][S:5]([CH:8]([CH3:10])[CH3:9])(=[O:7])=[O:6]. The yield is 0.360. (2) The reactants are [C:1]([O:5][C:6](=[O:11])[NH:7][CH2:8][CH2:9][NH2:10])([CH3:4])([CH3:3])[CH3:2].F[C:13]1[CH:20]=[CH:19][C:16]([C:17]#[N:18])=[CH:15][CH:14]=1. The catalyst is CS(C)=O.CCOC(C)=O. The product is [C:1]([O:5][C:6](=[O:11])[NH:7][CH2:8][CH2:9][NH:10][C:13]1[CH:20]=[CH:19][C:16]([C:17]#[N:18])=[CH:15][CH:14]=1)([CH3:4])([CH3:2])[CH3:3]. The yield is 0.890.